From a dataset of Full USPTO retrosynthesis dataset with 1.9M reactions from patents (1976-2016). Predict the reactants needed to synthesize the given product. (1) Given the product [Cl:6][C:7]1[CH:12]=[C:11]([N:13]2[C:18](=[O:19])[NH:17][C:16](=[O:20])[CH:15]=[N:14]2)[CH:10]=[CH:9][C:8]=1[CH:21]([C:24]1[CH:25]=[CH:26][C:27]([Cl:30])=[CH:28][CH:29]=1)[C:22](=[N:4][OH:5])[NH2:23], predict the reactants needed to synthesize it. The reactants are: O(C)[Na].[NH2:4][OH:5].[Cl:6][C:7]1[CH:12]=[C:11]([N:13]2[C:18](=[O:19])[NH:17][C:16](=[O:20])[CH:15]=[N:14]2)[CH:10]=[CH:9][C:8]=1[CH:21]([C:24]1[CH:29]=[CH:28][C:27]([Cl:30])=[CH:26][CH:25]=1)[C:22]#[N:23]. (2) The reactants are: [NH2:1][C:2]1[N:10]=[C:9]2[C:5]([N:6]=[CH:7][N:8]2[CH:11]2[CH:15]([O:16]C(=O)C3C=CC=CC=3)[CH2:14][CH:13]([CH:25]=[CH:26][P:27]([O:32]CC)([O:29]CC)=[O:28])[O:12]2)=[C:4](Cl)[N:3]=1.C[Si](Br)(C)C.[N:41]1C(C)=CC=CC=1C. Given the product [NH2:1][C:2]1[N:10]=[C:9]2[C:5]([N:6]=[CH:7][N:8]2[CH:11]2[O:12][CH:13]([CH:25]=[CH:26][P:27](=[O:28])([OH:29])[OH:32])[CH2:14][CH:15]2[OH:16])=[C:4]([NH2:41])[N:3]=1, predict the reactants needed to synthesize it. (3) The reactants are: [Cl:1][C:2]1[CH:3]=[N:4][CH:5]=[C:6]([Cl:11])[C:7]=1[C@@H:8]([OH:10])[CH3:9].C(N(CC)CC)C.[CH3:19][S:20](Cl)(=[O:22])=[O:21]. Given the product [CH3:19][S:20]([O:10][C@H:8]([C:7]1[C:2]([Cl:1])=[CH:3][N:4]=[CH:5][C:6]=1[Cl:11])[CH3:9])(=[O:22])=[O:21], predict the reactants needed to synthesize it.